Dataset: Catalyst prediction with 721,799 reactions and 888 catalyst types from USPTO. Task: Predict which catalyst facilitates the given reaction. (1) Reactant: [H-].[Na+].[CH2:3]([OH:6])[C:4]#[CH:5].Br[CH2:8][C:9]([O:11][CH3:12])=[O:10].Cl. Product: [CH2:3]([O:6][CH2:8][C:9]([O:11][CH3:12])=[O:10])[C:4]#[CH:5]. The catalyst class is: 7. (2) Reactant: [CH:1](=[O:4])[CH2:2][CH3:3].[N+:5](/[CH:8]=[CH:9]/[C:10]1[CH:15]=[CH:14][CH:13]=[CH:12][CH:11]=1)([O-:7])=[O:6].CC(O)C.CCCCCC. Product: [CH3:3][C@@H:2]([C@H:9]([C:10]1[CH:15]=[CH:14][CH:13]=[CH:12][CH:11]=1)[CH2:8][N+:5]([O-:7])=[O:6])[CH:1]=[O:4]. The catalyst class is: 22. (3) Reactant: [C:1]([O:5][C:6](=[O:19])[NH:7][C@H:8]1[CH2:13][CH2:12][C@H:11]([NH:14][C:15](=[O:18])[CH2:16]Cl)[CH2:10][CH2:9]1)([CH3:4])([CH3:3])[CH3:2].[CH3:20][N:21]1[CH2:26][CH2:25][NH:24][CH2:23][CH2:22]1. Product: [C:1]([O:5][C:6](=[O:19])[NH:7][C@H:8]1[CH2:13][CH2:12][C@H:11]([NH:14][C:15](=[O:18])[CH2:16][N:24]2[CH2:25][CH2:26][N:21]([CH3:20])[CH2:22][CH2:23]2)[CH2:10][CH2:9]1)([CH3:4])([CH3:3])[CH3:2]. The catalyst class is: 2. (4) Reactant: C(OC(=O)[NH:7][C:8]1[CH:13]=[CH:12][CH:11]=[CH:10][C:9]=1[NH:14][C:15](=[O:39])/[CH:16]=[CH:17]/[C:18]1[CH:23]=[CH:22][C:21]([CH:24]([C:29](=[O:38])[NH:30][C:31]2[CH:36]=[CH:35][C:34]([Br:37])=[CH:33][CH:32]=2)[CH2:25][CH2:26][CH2:27]Cl)=[CH:20][CH:19]=1)(C)(C)C.[NH:41]1[CH2:46][CH2:45][O:44][CH2:43][CH2:42]1.Cl.CO.C([O-])(O)=O.[Na+]. Product: [Br:37][C:34]1[CH:35]=[CH:36][C:31]([NH:30][C:29](=[O:38])[CH:24]([C:21]2[CH:22]=[CH:23][C:18](/[CH:17]=[CH:16]/[C:15](=[O:39])[NH:14][C:9]3[CH:10]=[CH:11][CH:12]=[CH:13][C:8]=3[NH2:7])=[CH:19][CH:20]=2)[CH2:25][CH2:26][CH2:27][N:41]2[CH2:46][CH2:45][O:44][CH2:43][CH2:42]2)=[CH:32][CH:33]=1. The catalyst class is: 3. (5) Reactant: [I:1][C:2]1[CH:3]=[C:4]2[C:9](=[CH:10][CH:11]=1)[C:8](=[O:12])[NH:7][C:6](=[O:13])/[C:5]/2=[CH:14]/OC.[NH2:17][CH2:18][C:19]1[CH:24]=[CH:23][N:22]([C:25]2[CH:29]=[CH:28][S:27][CH:26]=2)[C:21](=[O:30])[CH:20]=1.C(N(CC)CC)C. Product: [I:1][C:2]1[CH:3]=[C:4]2[C:9](=[CH:10][CH:11]=1)[C:8](=[O:12])[NH:7][C:6](=[O:13])/[C:5]/2=[CH:14]\[NH:17][CH2:18][C:19]1[CH:24]=[CH:23][N:22]([C:25]2[CH:29]=[CH:28][S:27][CH:26]=2)[C:21](=[O:30])[CH:20]=1. The catalyst class is: 9.